This data is from Experimentally validated miRNA-target interactions with 360,000+ pairs, plus equal number of negative samples. The task is: Binary Classification. Given a miRNA mature sequence and a target amino acid sequence, predict their likelihood of interaction. The miRNA is hsa-miR-3130-3p with sequence GCUGCACCGGAGACUGGGUAA. The protein sequence of the target gene is MTDFKLGIVRLGRVAGKTKYTLIDEQDIPLVESYSFEARMEVDADGNGAKIFAYAFDKNRGRGSGRLLHELLWERHRGGVAPGFQVVHLNAVTVDNRLDNLQLVPWGWRPKAEETSSKQREQSLYWLAIQQLPTDPIEEQFPVLNVTRYYNANGDVVEEEENSCTYYECHYPPCTVIEKQLREFNICGRCQVARYCGSQCQQKDWPAHKKHCRERKRPFQHELEPER. Result: 0 (no interaction).